This data is from Forward reaction prediction with 1.9M reactions from USPTO patents (1976-2016). The task is: Predict the product of the given reaction. (1) Given the reactants [CH3:1][O:2][C:3]1[CH:19]=[CH:18][C:6]([CH2:7][O:8][C:9]2([C:13]3[S:14][CH:15]=[CH:16][N:17]=3)[CH2:12][O:11][CH2:10]2)=[CH:5][CH:4]=1.C([N-]C(C)C)(C)C.[Li+].[CH2:28]([Sn:32](Cl)([CH2:37][CH2:38][CH2:39][CH3:40])[CH2:33][CH2:34][CH2:35][CH3:36])[CH2:29][CH2:30][CH3:31], predict the reaction product. The product is: [CH3:1][O:2][C:3]1[CH:4]=[CH:5][C:6]([CH2:7][O:8][C:9]2([C:13]3[S:14][C:15]([Sn:32]([CH2:33][CH2:34][CH2:35][CH3:36])([CH2:37][CH2:38][CH2:39][CH3:40])[CH2:28][CH2:29][CH2:30][CH3:31])=[CH:16][N:17]=3)[CH2:12][O:11][CH2:10]2)=[CH:18][CH:19]=1. (2) Given the reactants [F:1][C:2]([F:42])([F:41])[C@H:3]([N:28]1[CH2:32][CH2:31][C@H:30]([NH:33]C(=O)OC(C)(C)C)[CH2:29]1)[C:4]1[CH:5]=[CH:6][C:7]2[N:8]([C:10]([C:13]3[CH:22]=[CH:21][C:20]4[C:15](=[C:16]([O:24][CH:25]([CH3:27])[CH3:26])[CH:17]=[C:18]([F:23])[CH:19]=4)[N:14]=3)=[N:11][N:12]=2)[CH:9]=1.C(O)(C(F)(F)F)=O, predict the reaction product. The product is: [F:42][C:2]([F:1])([F:41])[C@H:3]([N:28]1[CH2:32][CH2:31][C@H:30]([NH2:33])[CH2:29]1)[C:4]1[CH:5]=[CH:6][C:7]2[N:8]([C:10]([C:13]3[CH:22]=[CH:21][C:20]4[C:15](=[C:16]([O:24][CH:25]([CH3:27])[CH3:26])[CH:17]=[C:18]([F:23])[CH:19]=4)[N:14]=3)=[N:11][N:12]=2)[CH:9]=1.